This data is from Full USPTO retrosynthesis dataset with 1.9M reactions from patents (1976-2016). The task is: Predict the reactants needed to synthesize the given product. Given the product [N:3]1[CH:4]=[CH:5][CH:6]=[CH:7][C:2]=1[CH:24]([C:25]([O:27][CH2:28][CH3:29])=[O:26])[C:23]([O:31][CH2:32][CH3:33])=[O:30], predict the reactants needed to synthesize it. The reactants are: I[C:2]1[CH:7]=[CH:6][CH:5]=[CH:4][N:3]=1.N1C=CC=CC=1C(O)=O.C(=O)([O-])[O-].[Cs+].[Cs+].[C:23]([O:31][CH2:32][CH3:33])(=[O:30])[CH2:24][C:25]([O:27][CH2:28][CH3:29])=[O:26].